Dataset: Catalyst prediction with 721,799 reactions and 888 catalyst types from USPTO. Task: Predict which catalyst facilitates the given reaction. (1) Reactant: Br[CH2:2][C:3]1[S:11][C:10]2[C:9]([N:12]3[CH2:17][CH2:16][O:15][CH2:14][CH2:13]3)=[N:8][C:7](Cl)=[N:6][C:5]=2[CH:4]=1.[NH:19]1[CH:23]=[CH:22][CH:21]=[N:20]1.C([O-])([O-])=O.[K+].[K+]. Product: [N:19]1([CH2:2][C:3]2[S:11][C:10]3[C:9]([N:12]4[CH2:17][CH2:16][O:15][CH2:14][CH2:13]4)=[N:8][C:7]([C:5]4[CH:4]=[CH:3][CH:2]=[C:21]5[C:22]=4[CH:23]=[N:19][NH:20]5)=[N:6][C:5]=3[CH:4]=2)[CH:23]=[CH:22][CH:21]=[N:20]1. The catalyst class is: 3. (2) Reactant: [F:1][C:2]1[CH:27]=[CH:26][C:5]([CH2:6][N:7]2[CH2:16][CH2:15][C:14]3[C:9](=[C:10]([O:23][CH3:24])[C:11](=[O:22])[N:12]([CH3:21])[C:13]=3[NH:17][C:18](=[O:20])[CH3:19])[C:8]2=[O:25])=[CH:4][CH:3]=1.[C:28]([O-])([O-])=O.[Cs+].[Cs+].CI. Product: [F:1][C:2]1[CH:3]=[CH:4][C:5]([CH2:6][N:7]2[CH2:16][CH2:15][C:14]3[C:9](=[C:10]([O:23][CH3:24])[C:11](=[O:22])[N:12]([CH3:21])[C:13]=3[N:17]([CH3:28])[C:18](=[O:20])[CH3:19])[C:8]2=[O:25])=[CH:26][CH:27]=1. The catalyst class is: 3. (3) Reactant: [F:1][C:2]1[CH:7]=[CH:6][CH:5]=[C:4]([F:8])[C:3]=1[C:9]1[O:10][C:11]([C:17]2[CH:22]=[CH:21][CH:20]=[C:19]([CH:23]=O)[CH:18]=2)=[C:12]([C:14]([NH2:16])=[O:15])[N:13]=1.[NH:25]1[CH2:30][CH2:29][O:28][CH2:27][CH2:26]1.C(O[BH-](OC(=O)C)OC(=O)C)(=O)C.[Na+].C(O)(=O)C. Product: [F:1][C:2]1[CH:7]=[CH:6][CH:5]=[C:4]([F:8])[C:3]=1[C:9]1[O:10][C:11]([C:17]2[CH:22]=[CH:21][CH:20]=[C:19]([CH2:23][N:25]3[CH2:30][CH2:29][O:28][CH2:27][CH2:26]3)[CH:18]=2)=[C:12]([C:14]([NH2:16])=[O:15])[N:13]=1. The catalyst class is: 26. (4) Reactant: [C:1]([N:4]1[C:9]2=[CH:10][CH:11]=[C:12]3[C:17]([N:16]=[C:15]([CH:18]([CH3:20])[CH3:19])[N:14]([C:21]4[CH:26]=[CH:25][C:24]([Cl:27])=[CH:23][CH:22]=4)[C:13]3=[O:28])=[C:8]2[C:7]([CH3:29])=[CH:6][CH2:5]1)(=[O:3])[CH3:2]. Product: [C:1]([N:4]1[C:9]2=[CH:10][CH:11]=[C:12]3[C:17]([N:16]=[C:15]([CH:18]([CH3:20])[CH3:19])[N:14]([C:21]4[CH:22]=[CH:23][C:24]([Cl:27])=[CH:25][CH:26]=4)[C:13]3=[O:28])=[C:8]2[CH:7]([CH3:29])[CH2:6][CH2:5]1)(=[O:3])[CH3:2]. The catalyst class is: 29. (5) Reactant: Cl[C:2]1[CH:7]=[C:6]([CH3:8])[N:5]=[C:4]([S:9][CH3:10])[N:3]=1.[CH2:11]([NH2:13])[CH3:12]. Product: [CH2:11]([NH:13][C:2]1[CH:7]=[C:6]([CH3:8])[N:5]=[C:4]([S:9][CH3:10])[N:3]=1)[CH3:12]. The catalyst class is: 6. (6) Reactant: [CH2:1]([N:3]([CH2:15][CH2:16][C:17]1[CH:22]=[CH:21][CH:20]=[CH:19][N:18]=1)[C:4](=[O:14])[CH2:5][CH2:6][C:7]1[CH:12]=[CH:11][C:10]([OH:13])=[CH:9][CH:8]=1)[CH3:2].Br[CH2:24][C:25]1[CH:34]=[CH:33][CH:32]=[CH:31][C:26]=1[C:27]([O:29][CH3:30])=[O:28].C(=O)([O-])[O-].[K+].[K+].C(O)C(N)(CO)CO. Product: [CH2:1]([N:3]([CH2:15][CH2:16][C:17]1[CH:22]=[CH:21][CH:20]=[CH:19][N:18]=1)[C:4](=[O:14])[CH2:5][CH2:6][C:7]1[CH:12]=[CH:11][C:10]([O:13][CH2:24][C:25]2[CH:34]=[CH:33][CH:32]=[CH:31][C:26]=2[C:27]([O:29][CH3:30])=[O:28])=[CH:9][CH:8]=1)[CH3:2]. The catalyst class is: 10. (7) The catalyst class is: 4. Product: [F:1][C:2]1[CH:3]=[CH:4][C:5]([CH2:8][CH2:9][N:10]2[C:14]([CH:15]3[CH2:20][CH2:19][N:18]([CH3:21])[CH2:17][CH2:16]3)=[CH:13][C:12]([C:22]([OH:24])=[O:23])=[C:11]2[CH3:29])=[CH:6][CH:7]=1. Reactant: [F:1][C:2]1[CH:7]=[CH:6][C:5]([CH2:8][CH2:9][N:10]2[C:14]([CH:15]3[CH2:20][CH2:19][N:18]([CH3:21])[CH2:17][CH2:16]3)=[CH:13][C:12]([C:22]([O:24]C(C)(C)C)=[O:23])=[C:11]2[CH3:29])=[CH:4][CH:3]=1.FC(F)(F)C(O)=O. (8) Reactant: [C:1]12([C:11]3[N:15]([CH3:16])[C:14]([C:17]4[CH:22]=[CH:21][C:20]([S:23][CH3:24])=[CH:19][CH:18]=4)=[N:13][N:12]=3)[CH2:10][CH:5]3[CH2:6][CH:7]([CH2:9][CH:3]([CH2:4]3)[CH2:2]1)[CH2:8]2.ClC1C=CC=C(C(OO)=[O:33])C=1. Product: [C:1]12([C:11]3[N:15]([CH3:16])[C:14]([C:17]4[CH:22]=[CH:21][C:20]([S:23]([CH3:24])=[O:33])=[CH:19][CH:18]=4)=[N:13][N:12]=3)[CH2:8][CH:7]3[CH2:6][CH:5]([CH2:4][CH:3]([CH2:9]3)[CH2:2]1)[CH2:10]2. The catalyst class is: 2. (9) Reactant: C(C1OC1)Cl.[CH2:6]([O:10][C:11]1[CH:20]=[CH:19][C:18]2[C:13](=[CH:14][CH:15]=[CH:16][CH:17]=2)[C:12]=1[CH:21]=O)[CH:7]1[O:9][CH2:8]1.[OH2:23].O.O.C([O-])(=O)C.[Na+].Cl.[NH2:32]O. Product: [CH2:6]([O:10][C:11]1[CH:20]=[CH:19][C:18]2[C:13](=[CH:14][CH:15]=[CH:16][CH:17]=2)[C:12]=1[CH:21]=[N:32][OH:23])[CH:7]1[O:9][CH2:8]1. The catalyst class is: 40.